This data is from NCI-60 drug combinations with 297,098 pairs across 59 cell lines. The task is: Regression. Given two drug SMILES strings and cell line genomic features, predict the synergy score measuring deviation from expected non-interaction effect. (1) Drug 1: C1CCC(C1)C(CC#N)N2C=C(C=N2)C3=C4C=CNC4=NC=N3. Drug 2: COC1=C2C(=CC3=C1OC=C3)C=CC(=O)O2. Cell line: MDA-MB-231. Synergy scores: CSS=0.988, Synergy_ZIP=-2.32, Synergy_Bliss=-3.39, Synergy_Loewe=-4.66, Synergy_HSA=-3.42. (2) Cell line: ACHN. Drug 1: CS(=O)(=O)C1=CC(=C(C=C1)C(=O)NC2=CC(=C(C=C2)Cl)C3=CC=CC=N3)Cl. Drug 2: COC1=CC(=CC(=C1O)OC)C2C3C(COC3=O)C(C4=CC5=C(C=C24)OCO5)OC6C(C(C7C(O6)COC(O7)C8=CC=CS8)O)O. Synergy scores: CSS=56.4, Synergy_ZIP=0.0666, Synergy_Bliss=-1.45, Synergy_Loewe=-52.7, Synergy_HSA=-2.63. (3) Drug 1: CCC1=C2CN3C(=CC4=C(C3=O)COC(=O)C4(CC)O)C2=NC5=C1C=C(C=C5)O. Drug 2: C1=CC=C(C=C1)NC(=O)CCCCCCC(=O)NO. Cell line: HT29. Synergy scores: CSS=13.5, Synergy_ZIP=1.73, Synergy_Bliss=2.88, Synergy_Loewe=-25.1, Synergy_HSA=1.68. (4) Drug 1: C1=CC(=CC=C1CC(C(=O)O)N)N(CCCl)CCCl.Cl. Drug 2: CC(C1=C(C=CC(=C1Cl)F)Cl)OC2=C(N=CC(=C2)C3=CN(N=C3)C4CCNCC4)N. Cell line: COLO 205. Synergy scores: CSS=32.9, Synergy_ZIP=-5.94, Synergy_Bliss=0.233, Synergy_Loewe=-7.72, Synergy_HSA=-4.04. (5) Drug 1: CNC(=O)C1=NC=CC(=C1)OC2=CC=C(C=C2)NC(=O)NC3=CC(=C(C=C3)Cl)C(F)(F)F. Drug 2: CC1C(C(CC(O1)OC2CC(CC3=C2C(=C4C(=C3O)C(=O)C5=CC=CC=C5C4=O)O)(C(=O)C)O)N)O. Cell line: SR. Synergy scores: CSS=56.2, Synergy_ZIP=-2.49, Synergy_Bliss=-5.10, Synergy_Loewe=-7.47, Synergy_HSA=-2.47. (6) Drug 1: CCCCCOC(=O)NC1=NC(=O)N(C=C1F)C2C(C(C(O2)C)O)O. Drug 2: C(CN)CNCCSP(=O)(O)O. Cell line: TK-10. Synergy scores: CSS=-2.86, Synergy_ZIP=2.65, Synergy_Bliss=3.53, Synergy_Loewe=-0.711, Synergy_HSA=-0.302. (7) Drug 1: CC1C(C(CC(O1)OC2CC(OC(C2O)C)OC3=CC4=CC5=C(C(=O)C(C(C5)C(C(=O)C(C(C)O)O)OC)OC6CC(C(C(O6)C)O)OC7CC(C(C(O7)C)O)OC8CC(C(C(O8)C)O)(C)O)C(=C4C(=C3C)O)O)O)O. Drug 2: C1C(C(OC1N2C=NC3=C2NC=NCC3O)CO)O. Cell line: HL-60(TB). Synergy scores: CSS=34.7, Synergy_ZIP=-0.367, Synergy_Bliss=-0.253, Synergy_Loewe=-21.1, Synergy_HSA=-0.338. (8) Drug 1: CN(C)C1=NC(=NC(=N1)N(C)C)N(C)C. Cell line: DU-145. Drug 2: C1=CN(C=N1)CC(O)(P(=O)(O)O)P(=O)(O)O. Synergy scores: CSS=1.36, Synergy_ZIP=1.17, Synergy_Bliss=4.79, Synergy_Loewe=-0.927, Synergy_HSA=0.869. (9) Synergy scores: CSS=1.80, Synergy_ZIP=-0.842, Synergy_Bliss=-2.08, Synergy_Loewe=1.52, Synergy_HSA=-0.133. Drug 1: CC1=C(C=C(C=C1)C(=O)NC2=CC(=CC(=C2)C(F)(F)F)N3C=C(N=C3)C)NC4=NC=CC(=N4)C5=CN=CC=C5. Drug 2: C(CN)CNCCSP(=O)(O)O. Cell line: NCI/ADR-RES. (10) Drug 1: CCC1=C2CN3C(=CC4=C(C3=O)COC(=O)C4(CC)O)C2=NC5=C1C=C(C=C5)O. Drug 2: C1CN(CCN1C(=O)CCBr)C(=O)CCBr. Cell line: MALME-3M. Synergy scores: CSS=15.6, Synergy_ZIP=-3.53, Synergy_Bliss=0.666, Synergy_Loewe=-1.18, Synergy_HSA=1.94.